From a dataset of Reaction yield outcomes from USPTO patents with 853,638 reactions. Predict the reaction yield, written as a fraction of the theoretical maximum amount of product (1.0 means a 100% yield; for example, 0.34 means a 34% yield). (1) The product is [Cl:28][C:11]1[CH:10]=[CH:9][NH:8][C:29](=[O:30])[C:41]=1[C:43]1[NH:24][C:17]2[C:18]([N:23]=1)=[CH:19][C:20]1[C:21](=[O:22])[N:13]([CH2:12][CH:10]3[CH2:11][N:8]([CH3:6])[CH2:9]3)[C:14](=[O:27])[C:15]=1[CH:16]=2. The reactants are C(O[C:6]([N:8]1[CH2:11][CH:10]([CH2:12][N:13]2[C:21](=[O:22])[C:20]3[C:15](=[CH:16][C:17]([N+:24]([O-])=O)=[C:18]([NH2:23])[CH:19]=3)[C:14]2=[O:27])[CH2:9]1)=O)(C)(C)C.[ClH:28].[CH2:29]=[O:30].[BH-](O[C:41]([CH3:43])=O)(OC(C)=O)OC(C)=O.[Na+]. The catalyst is O1CCOCC1.O.[Pd].CO.C1COCC1.CC(O)=O.CO.CC(O)C. The yield is 0.380. (2) The reactants are Br[CH2:2][C:3]1[CH:8]=[CH:7][CH:6]=[C:5]([F:9])[C:4]=1[F:10].[Na].[C:12]([O:18][CH2:19][CH3:20])(=[O:17])[CH2:13][C:14]([CH3:16])=[O:15]. The catalyst is O1CCCC1. The product is [F:10][C:4]1[C:5]([F:9])=[CH:6][CH:7]=[CH:8][C:3]=1[CH2:2][CH:13]([C:14](=[O:15])[CH3:16])[C:12]([O:18][CH2:19][CH3:20])=[O:17]. The yield is 0.790.